From a dataset of Forward reaction prediction with 1.9M reactions from USPTO patents (1976-2016). Predict the product of the given reaction. Given the reactants [F:1][C:2]1[C:7](B(O)O)=[CH:6][CH:5]=[C:4]([CH3:11])[N:3]=1.Br[C:13]1[N:18]=[CH:17][C:16]([O:19][CH2:20][CH:21]2[CH2:26][CH2:25][N:24]([C:27]([O:29][C:30]([CH3:33])([CH3:32])[CH3:31])=[O:28])[CH2:23][CH2:22]2)=[CH:15][CH:14]=1.C([O-])([O-])=O.[Na+].[Na+], predict the reaction product. The product is: [F:1][C:2]1[C:7]([C:13]2[CH:14]=[CH:15][C:16]([O:19][CH2:20][CH:21]3[CH2:22][CH2:23][N:24]([C:27]([O:29][C:30]([CH3:33])([CH3:32])[CH3:31])=[O:28])[CH2:25][CH2:26]3)=[CH:17][N:18]=2)=[CH:6][CH:5]=[C:4]([CH3:11])[N:3]=1.